Dataset: Catalyst prediction with 721,799 reactions and 888 catalyst types from USPTO. Task: Predict which catalyst facilitates the given reaction. (1) Reactant: C(O[C:6]([N:8]1[CH:12]([CH:13]=[CH2:14])[CH2:11][CH2:10][CH:9]1[C:15]([O:17][CH2:18][C:19]1[CH:24]=[CH:23][CH:22]=[CH:21][CH:20]=1)=[O:16])=[O:7])(C)(C)C.O[N:26]1[C:30]2[CH:31]=[CH:32][CH:33]=CC=2N=N1.Cl.CN(C)CCCN=C=NCC.[C:47](N(CC=C)CC(O)=O)([O:49][C:50]([CH3:53])([CH3:52])[CH3:51])=[O:48].C(N(C(C)C)CC)(C)C. Product: [CH2:18]([O:17][C:15]([CH:9]1[CH2:10][CH2:11][CH:12]([CH:13]=[CH2:14])[N:8]1[C:6](=[O:7])[CH:30]([NH:26][C:47]([O:49][C:50]([CH3:53])([CH3:52])[CH3:51])=[O:48])[CH2:31][CH:32]=[CH2:33])=[O:16])[C:19]1[CH:20]=[CH:21][CH:22]=[CH:23][CH:24]=1. The catalyst class is: 42. (2) Reactant: [C:1]([O:4][C:5]1[CH:6]=[C:7]([CH:15]=[CH:16][C:17]2[CH:22]=[CH:21][C:20]([O:23]C(=O)CCl)=[CH:19][CH:18]=2)[CH:8]=[C:9]([O:11][C:12](=[O:14])[CH3:13])[CH:10]=1)(=[O:3])[CH3:2].Cl. Product: [C:12]([O:11][C:9]1[CH:8]=[C:7]([CH:15]=[CH:16][C:17]2[CH:22]=[CH:21][C:20]([OH:23])=[CH:19][CH:18]=2)[CH:6]=[C:5]([O:4][C:1](=[O:3])[CH3:2])[CH:10]=1)(=[O:14])[CH3:13]. The catalyst class is: 17. (3) Reactant: [N:1]1([CH2:7][CH2:8][CH2:9][O:10][C:11]2[CH:18]=[CH:17][C:14]([CH:15]=O)=[CH:13][CH:12]=2)[CH2:6][CH2:5][CH2:4][CH2:3][CH2:2]1.[CH2:19]([NH:21][CH2:22][C:23]1[CH:28]=[CH:27][N:26]=[CH:25][CH:24]=1)[CH3:20].C(O[BH-](OC(=O)C)OC(=O)C)(=O)C.[Na+].[OH-].[Na+].[CH2:45]([Cl:47])[Cl:46]. Product: [NH3:1].[CH2:45]([Cl:47])[Cl:46].[CH2:19]([N:21]([CH2:15][C:14]1[CH:17]=[CH:18][C:11]([O:10][CH2:9][CH2:8][CH2:7][N:1]2[CH2:6][CH2:5][CH2:4][CH2:3][CH2:2]2)=[CH:12][CH:13]=1)[CH2:22][C:23]1[CH:28]=[CH:27][N:26]=[CH:25][CH:24]=1)[CH3:20]. The catalyst class is: 15. (4) Reactant: [CH:1]([C:3]1[C:4]([C:23]2[CH:28]=[CH:27][C:26]([CH3:29])=[CH:25][CH:24]=2)=[C:5]([CH2:14][NH:15][C:16](=[O:22])[O:17][C:18]([CH3:21])([CH3:20])[CH3:19])[C:6]([CH2:10][CH:11]([CH3:13])[CH3:12])=[N:7][C:8]=1[CH3:9])=O.[S:30]1[CH2:34][C:33](=[O:35])[NH:32][C:31]1=[O:36].N1CCCCC1. Product: [O:36]=[C:31]1[NH:32][C:33](=[O:35])[C:34](=[CH:1][C:3]2[C:4]([C:23]3[CH:28]=[CH:27][C:26]([CH3:29])=[CH:25][CH:24]=3)=[C:5]([CH2:14][NH:15][C:16](=[O:22])[O:17][C:18]([CH3:19])([CH3:20])[CH3:21])[C:6]([CH2:10][CH:11]([CH3:12])[CH3:13])=[N:7][C:8]=2[CH3:9])[S:30]1. The catalyst class is: 8.